Predict the product of the given reaction. From a dataset of Forward reaction prediction with 1.9M reactions from USPTO patents (1976-2016). (1) The product is: [CH3:28][C:29]1[O:30][CH:31]=[C:32]([CH2:34][N:18]2[CH2:19][CH2:20][N:15]([C:21]([O:23][C:24]([CH3:27])([CH3:26])[CH3:25])=[O:22])[CH2:16][CH2:17]2)[N:33]=1. Given the reactants C(O[BH-](OC(=O)C)OC(=O)C)(=O)C.[Na+].[N:15]1([C:21]([O:23][C:24]([CH3:27])([CH3:26])[CH3:25])=[O:22])[CH2:20][CH2:19][NH:18][CH2:17][CH2:16]1.[CH3:28][C:29]1[O:30][CH:31]=[C:32]([CH:34]=O)[N:33]=1, predict the reaction product. (2) Given the reactants O[CH:2]=[C:3]([C:6]1[C:11]([CH3:12])=[CH:10][C:9]([CH3:13])=[CH:8][C:7]=1[CH3:14])[C:4]#[N:5].[CH3:15][S:16](Cl)(=[O:18])=[O:17].O, predict the reaction product. The product is: [CH3:15][S:16]([CH:2]=[C:3]([C:6]1[C:11]([CH3:12])=[CH:10][C:9]([CH3:13])=[CH:8][C:7]=1[CH3:14])[C:4]#[N:5])(=[O:18])=[O:17].